From a dataset of Forward reaction prediction with 1.9M reactions from USPTO patents (1976-2016). Predict the product of the given reaction. (1) Given the reactants Cl[C:2]1[N:7]=[C:6]2[N:8]([C:11]3[CH:16]=[CH:15][CH:14]=[C:13]([O:17][C:18]([F:21])([F:20])[F:19])[CH:12]=3)[N:9]=[N:10][C:5]2=[CH:4][CH:3]=1.Cl.[NH2:23]C1CCOCC1.C(N(CC)CC)C, predict the reaction product. The product is: [F:19][C:18]([F:21])([F:20])[O:17][C:13]1[CH:12]=[C:11]([N:8]2[C:6]3=[N:7][C:2]([NH2:23])=[CH:3][CH:4]=[C:5]3[N:10]=[N:9]2)[CH:16]=[CH:15][CH:14]=1. (2) Given the reactants C(O[C:6](=O)[N:7]([CH2:9][CH2:10][N:11]1[CH2:16][C:15]([CH3:18])([CH3:17])[N:14]([CH2:19][C:20]2[CH:25]=[C:24]([C:26]3[CH:31]=[CH:30][C:29]([O:32]COC)=[CH:28][CH:27]=3)[N:23]=[C:22]3[N:36](C4CCCCO4)[N:37]=[C:38]([CH3:39])[C:21]=23)[CH2:13][C:12]1([CH3:47])[CH3:46])C)(C)(C)C.Cl, predict the reaction product. The product is: [CH3:39][C:38]1[C:21]2[C:22](=[N:23][C:24]([C:26]3[CH:31]=[CH:30][C:29]([OH:32])=[CH:28][CH:27]=3)=[CH:25][C:20]=2[CH2:19][N:14]2[CH2:13][C:12]([CH3:46])([CH3:47])[N:11]([CH2:10][CH2:9][NH:7][CH3:6])[CH2:16][C:15]2([CH3:18])[CH3:17])[NH:36][N:37]=1.